This data is from Reaction yield outcomes from USPTO patents with 853,638 reactions. The task is: Predict the reaction yield, written as a fraction of the theoretical maximum amount of product (1.0 means a 100% yield; for example, 0.34 means a 34% yield). (1) No catalyst specified. The reactants are [N+:1]([C:4]1[CH:9]=[CH:8][C:7]([C:10]2[S:11][C:12]3C=C(O)[CH:16]=[CH:15][C:13]=3[N:14]=2)=[CH:6][CH:5]=1)([O-:3])=[O:2].C([O-])([O-])=[O:21].[K+].[K+].C[S:27](Cl)(=[O:29])=[O:28].[CH3:31][C:32]([CH3:34])=[O:33]. The yield is 0.680. The product is [N+:1]([C:4]1[CH:9]=[CH:8][C:7]([C:10]2[S:11][C:12]3[CH:13]=[C:15]([CH3:16])[CH:34]=[C:32]([O:33][S:27]([OH:29])(=[O:21])=[O:28])[C:31]=3[N:14]=2)=[CH:6][CH:5]=1)([O-:3])=[O:2]. (2) The reactants are Cl.Cl.[CH3:3][S:4]([C:7]1[CH:12]=[CH:11][C:10]([C:13]2[CH:14]=[CH:15][C:16]([O:19][CH2:20][CH:21]3[CH2:26][CH2:25][NH:24][CH2:23][CH2:22]3)=[N:17][CH:18]=2)=[CH:9][CH:8]=1)(=[O:6])=[O:5].Cl[C:28]1[N:33]=[CH:32][C:31]([CH2:34][CH3:35])=[CH:30][N:29]=1.C([O-])([O-])=O.[K+].[K+]. The catalyst is CC#N. The product is [CH2:34]([C:31]1[CH:30]=[N:29][C:28]([N:24]2[CH2:25][CH2:26][CH:21]([CH2:20][O:19][C:16]3[CH:15]=[CH:14][C:13]([C:10]4[CH:11]=[CH:12][C:7]([S:4]([CH3:3])(=[O:5])=[O:6])=[CH:8][CH:9]=4)=[CH:18][N:17]=3)[CH2:22][CH2:23]2)=[N:33][CH:32]=1)[CH3:35]. The yield is 0.660. (3) The reactants are C(=O)([O-])[O-].[K+].[K+].C([O:10][C@@H:11]1[C@@H:20]([O:21][CH2:22][C:23]2[CH:28]=[CH:27][CH:26]=[CH:25][CH:24]=2)[C@@H:19]([N:29]=[N+:30]=[N-:31])[C@@H:18]([CH2:32][O:33][CH2:34][C:35]2[CH:40]=[CH:39][CH:38]=[CH:37][CH:36]=2)[O:17][C@H:12]1[O:13]C(=O)C)(=O)C. The catalyst is CO.O. The product is [N:29]([C@H:19]1[C@@H:18]([CH2:32][O:33][CH2:34][C:35]2[CH:40]=[CH:39][CH:38]=[CH:37][CH:36]=2)[O:17][CH:12]([OH:13])[C@H:11]([OH:10])[C@H:20]1[O:21][CH2:22][C:23]1[CH:28]=[CH:27][CH:26]=[CH:25][CH:24]=1)=[N+:30]=[N-:31]. The yield is 0.840. (4) The product is [C:15]([C:14]1[CH:13]=[CH:12][C:11]([N:17]2[CH:25]([CH:26]3[CH2:27][CH2:28][CH2:29][CH2:30]3)[CH:24]3[C:19]([C:20]4[CH:34]=[CH:33][C:32]([C:35]([O:37][CH3:38])=[O:36])=[CH:31][C:21]=4[CH2:22][CH2:23]3)=[N:18]2)=[CH:10][C:9]=1[OH:8])#[N:16]. The catalyst is [Pd].C(OCC)(=O)C. The reactants are C([O:8][C:9]1[CH:10]=[C:11]([N:17]2[CH:25]([CH:26]3[CH2:30][CH2:29][CH2:28][CH2:27]3)[CH:24]3[C:19]([C:20]4[CH:34]=[CH:33][C:32]([C:35]([O:37][CH3:38])=[O:36])=[CH:31][C:21]=4[CH2:22][CH2:23]3)=[N:18]2)[CH:12]=[CH:13][C:14]=1[C:15]#[N:16])C1C=CC=CC=1.[H][H]. The yield is 0.530. (5) The product is [Br:16][C:17]1[C:26]([B:29]([OH:32])[OH:30])=[CH:25][C:24]2[C:19](=[CH:20][CH:21]=[C:22]([O:27][CH3:28])[CH:23]=2)[N:18]=1. The reactants are [Li]CCCC.CC1(C)CCCC(C)(C)N1.[Br:16][C:17]1[CH:26]=[CH:25][C:24]2[C:19](=[CH:20][CH:21]=[C:22]([O:27][CH3:28])[CH:23]=2)[N:18]=1.[B:29](OC)([O:32]C)[O:30]C.[OH-].[Na+]. The yield is 0.860. The catalyst is C1COCC1.CCOCC.O.